From a dataset of Full USPTO retrosynthesis dataset with 1.9M reactions from patents (1976-2016). Predict the reactants needed to synthesize the given product. (1) Given the product [ClH:43].[CH2:1]([N:8]1[C:12]2([CH2:17][CH2:16][N:15]([C:18]([C:20]3[CH:29]=[CH:28][C:27]4[C:22](=[CH:23][CH:24]=[CH:25][CH:26]=4)[CH:21]=3)=[O:19])[CH2:14][CH2:13]2)[NH:11][C@@H:10]([CH2:30][C:31]2[CH:32]=[CH:33][CH:34]=[CH:35][CH:36]=2)[C:9]1=[O:37])[C:2]1[CH:7]=[CH:6][CH:5]=[CH:4][CH:3]=1, predict the reactants needed to synthesize it. The reactants are: [CH2:1]([N:8]1[C:12]2([CH2:17][CH2:16][N:15]([C:18]([C:20]3[CH:29]=[CH:28][C:27]4[C:22](=[CH:23][CH:24]=[CH:25][CH:26]=4)[CH:21]=3)=[O:19])[CH2:14][CH2:13]2)[NH:11][C@@H:10]([CH2:30][C:31]2[CH:36]=[CH:35][CH:34]=[CH:33][CH:32]=2)[C:9]1=[O:37])[C:2]1[CH:7]=[CH:6][CH:5]=[CH:4][CH:3]=1.O.C[Si]([Cl:43])(C)C.CCOCC. (2) Given the product [O:21]=[C:19]1[C:18]2[C:17](=[CH:25][CH:24]=[CH:23][CH:22]=2)[C:16](=[O:26])[N:20]1[CH2:2][CH2:3][C:4]([C:6]1[CH:7]=[CH:8][C:9]([CH2:18][C:19]([NH2:20])=[O:21])=[CH:10][CH:11]=1)=[O:5], predict the reactants needed to synthesize it. The reactants are: Cl[CH2:2][CH2:3][C:4]([C:6]1[CH:11]=[CH:10][C:9](NC(=O)C)=[CH:8][CH:7]=1)=[O:5].[C:16]1(=[O:26])[NH:20][C:19](=[O:21])[C:18]2=[CH:22][CH:23]=[CH:24][CH:25]=[C:17]12.[K]. (3) Given the product [N:15]1[C:7]2[C:8]3[CH2:14][CH2:13][CH2:12][CH2:11][C:9]=3[O:23][C:6]=2[C:4]([OH:3])=[N:18][CH:16]=1, predict the reactants needed to synthesize it. The reactants are: C([O:3][C:4]([C:6]1S[C:9]2[CH2:11][CH2:12][CH2:13][CH2:14][C:8]=2[C:7]=1[NH2:15])=O)C.[CH:16]([NH2:18])=O.CC([O-:23])(C)C.[K+]. (4) Given the product [C:16]1([C:2]2[C:11]3[C:6](=[CH:7][CH:8]=[CH:9][CH:10]=3)[CH:5]=[CH:4][C:3]=2[C:12]([O:14][CH3:15])=[O:13])[CH:21]=[CH:20][CH:19]=[CH:18][CH:17]=1, predict the reactants needed to synthesize it. The reactants are: Br[C:2]1[C:11]2[C:6](=[CH:7][CH:8]=[CH:9][CH:10]=2)[CH:5]=[CH:4][C:3]=1[C:12]([O:14][CH3:15])=[O:13].[C:16]1(B(O)O)[CH:21]=[CH:20][CH:19]=[CH:18][CH:17]=1.O.P([O-])([O-])([O-])=O.[K+].[K+].[K+]. (5) Given the product [CH:10]1([O:8][C:5]2[CH:4]=[CH:3][C:2]([NH2:1])=[N:7][CH:6]=2)[CH2:15][CH2:14][CH2:13][CH2:12][CH2:11]1, predict the reactants needed to synthesize it. The reactants are: [NH2:1][C:2]1[N:7]=[CH:6][C:5]([OH:8])=[CH:4][CH:3]=1.Br[CH:10]1[CH2:15][CH2:14][CH2:13][CH2:12][CH2:11]1.C([O-])([O-])=O.[K+].[K+]. (6) Given the product [CH3:49][C:50]1([CH3:67])[C:54]2[C:55]([O:59][C:60]3[N:65]=[CH:64][C:63]([NH:66][C:13]([C:9]4([NH:8][C:6](=[O:7])[O:5][C:2]([CH3:1])([CH3:3])[CH3:4])[CH2:10][CH2:11][CH2:12]4)=[O:15])=[CH:62][CH:61]=3)=[CH:56][CH:57]=[CH:58][C:53]=2[O:52][CH2:51]1, predict the reactants needed to synthesize it. The reactants are: [CH3:1][C:2]([O:5][C:6]([NH:8][C:9]1([C:13]([OH:15])=O)[CH2:12][CH2:11][CH2:10]1)=[O:7])([CH3:4])[CH3:3].CCN(C(C)C)C(C)C.CN(C(ON1N=NC2C=CC=NC1=2)=[N+](C)C)C.F[P-](F)(F)(F)(F)F.[CH3:49][C:50]1([CH3:67])[C:54]2[C:55]([O:59][C:60]3[N:65]=[CH:64][C:63]([NH2:66])=[CH:62][CH:61]=3)=[CH:56][CH:57]=[CH:58][C:53]=2[O:52][CH2:51]1. (7) The reactants are: Cl[C:2]1[N:9]=[CH:8][CH:7]=[CH:6][C:3]=1[C:4]#[N:5].[F:10][C:11]1[CH:16]=[C:15]([F:17])[CH:14]=[CH:13][C:12]=1B(O)O. Given the product [F:10][C:11]1[CH:16]=[C:15]([F:17])[CH:14]=[CH:13][C:12]=1[C:2]1[N:9]=[CH:8][CH:7]=[CH:6][C:3]=1[C:4]#[N:5], predict the reactants needed to synthesize it.